This data is from Full USPTO retrosynthesis dataset with 1.9M reactions from patents (1976-2016). The task is: Predict the reactants needed to synthesize the given product. (1) Given the product [CH2:1]([NH:3][C:29]([C:26]1[CH:27]=[N:28][C:23]([C:21]([C:18]2[CH:19]=[CH:20][C:15]([C:13]3[CH:14]=[C:9]([C:7]([NH:6][CH2:4][CH3:5])=[O:8])[CH:10]=[CH:11][C:12]=3[CH3:33])=[CH:16][C:17]=2[F:32])=[O:22])=[CH:24][CH:25]=1)=[O:30])[CH3:2], predict the reactants needed to synthesize it. The reactants are: [CH2:1]([NH2:3])[CH3:2].[CH2:4]([NH:6][C:7]([C:9]1[CH:10]=[CH:11][C:12]([CH3:33])=[C:13]([C:15]2[CH:20]=[CH:19][C:18]([C:21]([C:23]3[N:28]=[CH:27][C:26]([C:29](O)=[O:30])=[CH:25][CH:24]=3)=[O:22])=[C:17]([F:32])[CH:16]=2)[CH:14]=1)=[O:8])[CH3:5].Cl.CN(C)CCCN=C=NCC.N1C2C(=NC=CC=2)N(O)N=1. (2) The reactants are: [Cl:1][C:2]1[CH:3]=[C:4]([CH:12]([CH2:18][C@H:19]2[CH2:39][CH2:38][C:21]3([O:25][C@H:24]([C:26]4[CH:31]=[CH:30][CH:29]=[CH:28][CH:27]=4)[C@@H:23]([C:32]4[CH:37]=[CH:36][CH:35]=[CH:34][CH:33]=4)[O:22]3)[CH2:20]2)[C:13]([O:15]CC)=[O:14])[CH:5]=[CH:6][C:7]=1[S:8]([CH3:11])(=[O:10])=[O:9].O1CCCC1.[OH-].[Na+]. Given the product [Cl:1][C:2]1[CH:3]=[C:4]([CH:12]([CH2:18][C@H:19]2[CH2:39][CH2:38][C:21]3([O:22][C@H:23]([C:32]4[CH:37]=[CH:36][CH:35]=[CH:34][CH:33]=4)[C@@H:24]([C:26]4[CH:27]=[CH:28][CH:29]=[CH:30][CH:31]=4)[O:25]3)[CH2:20]2)[C:13]([OH:15])=[O:14])[CH:5]=[CH:6][C:7]=1[S:8]([CH3:11])(=[O:9])=[O:10], predict the reactants needed to synthesize it. (3) Given the product [Cl:1][C:2]1[C:10]2[C:5](=[CH:6][CH:7]=[CH:8][C:9]=2[CH2:11][NH2:12])[NH:4][CH:3]=1, predict the reactants needed to synthesize it. The reactants are: [Cl:1][C:2]1[C:10]2[C:9]([C:11]#[N:12])=[CH:8][CH:7]=[CH:6][C:5]=2[NH:4][CH:3]=1. (4) Given the product [NH2:12][C:9]1[CH:10]=[CH:11][C:2]([Br:1])=[C:3]2[C:8]=1[C:7](=[O:15])[N:6]([CH3:16])[CH:5]=[CH:4]2, predict the reactants needed to synthesize it. The reactants are: [Br:1][C:2]1[CH:11]=[CH:10][C:9]([N+:12]([O-])=O)=[C:8]2[C:3]=1[CH:4]=[CH:5][N:6]([CH3:16])[C:7]2=[O:15].Cl.CCOC(C)=O.C(Cl)Cl. (5) The reactants are: [CH3:1][C:2]1[CH:27]=[C:26]([CH3:28])[CH:25]=[CH:24][C:3]=1[CH2:4][N:5]1[C:14](OS(C(F)(F)F)(=O)=O)=[CH:13][C:12]2[C:7](=[CH:8][CH:9]=[CH:10][CH:11]=2)[C:6]1=[O:23].CCN(CC)CC.[CH3:36][C:37]([OH:41])([C:39]#[CH:40])[CH3:38]. Given the product [CH3:1][C:2]1[CH:27]=[C:26]([CH3:28])[CH:25]=[CH:24][C:3]=1[CH2:4][N:5]1[C:14]([C:40]#[C:39][C:37]([OH:41])([CH3:38])[CH3:36])=[CH:13][C:12]2[C:7](=[CH:8][CH:9]=[CH:10][CH:11]=2)[C:6]1=[O:23], predict the reactants needed to synthesize it. (6) Given the product [O:11]=[C:12]([N:17]1[CH2:18][CH2:19][N:20]([C:23](=[O:34])[C:24]2[CH:29]=[CH:28][CH:27]=[CH:26][C:25]=2[C:30]([F:33])([F:32])[F:31])[CH2:21][CH2:22]1)[CH2:13][C:14]([NH:47][C:48]1[CH:49]=[CH:50][C:51]2[O:55][C:54](=[O:56])[NH:53][C:52]=2[CH:57]=1)=[O:15], predict the reactants needed to synthesize it. The reactants are: C1C=CC2N(O)N=NC=2C=1.[O:11]=[C:12]([N:17]1[CH2:22][CH2:21][N:20]([C:23](=[O:34])[C:24]2[CH:29]=[CH:28][CH:27]=[CH:26][C:25]=2[C:30]([F:33])([F:32])[F:31])[CH2:19][CH2:18]1)[CH2:13][C:14](O)=[O:15].CCN=C=NCCCN(C)C.Cl.[NH2:47][C:48]1[CH:49]=[CH:50][C:51]2[O:55][C:54](=[O:56])[NH:53][C:52]=2[CH:57]=1. (7) Given the product [I:1][C:2]1[CH:10]=[CH:9][C:8]([N+:11]([O-:13])=[O:12])=[CH:7][C:3]=1[CH2:4][OH:5], predict the reactants needed to synthesize it. The reactants are: [I:1][C:2]1[CH:10]=[CH:9][C:8]([N+:11]([O-:13])=[O:12])=[CH:7][C:3]=1[C:4](O)=[O:5].CCN(CC)CC.ClC(OCC)=O.[BH4-].[Na+]. (8) The reactants are: F[C:2]1[CH:11]=[C:10]2[C:5]([C:6]([NH:12][C:13]3[CH:14]=[C:15]4[C:19](=[CH:20][CH:21]=3)[N:18]([CH2:22][C:23]3[CH:28]=[CH:27][CH:26]=[C:25]([F:29])[CH:24]=3)[N:17]=[CH:16]4)=[N:7][CH:8]=[N:9]2)=[CH:4][C:3]=1[N+:30]([O-:32])=[O:31].[CH3:33][O-:34].[Na+].O. Given the product [F:29][C:25]1[CH:24]=[C:23]([CH:28]=[CH:27][CH:26]=1)[CH2:22][N:18]1[C:19]2[C:15](=[CH:14][C:13]([NH:12][C:6]3[C:5]4[C:10](=[CH:11][C:2]([O:34][CH3:33])=[C:3]([N+:30]([O-:32])=[O:31])[CH:4]=4)[N:9]=[CH:8][N:7]=3)=[CH:21][CH:20]=2)[CH:16]=[N:17]1, predict the reactants needed to synthesize it.